Task: Predict the reaction yield, written as a fraction of the theoretical maximum amount of product (1.0 means a 100% yield; for example, 0.34 means a 34% yield).. Dataset: Reaction yield outcomes from USPTO patents with 853,638 reactions (1) The reactants are [CH3:1][O:2][C@@H:3]([CH3:6])[CH2:4][OH:5].[CH3:7]CN(CC)CC.[C:14]1(C)[C:15]([S:20](Cl)(=[O:22])=[O:21])=[CH:16][CH:17]=[CH:18][CH:19]=1. The catalyst is C(Cl)Cl. The product is [CH3:7][C:18]1[CH:19]=[CH:14][C:15]([S:20]([O:5][CH2:4][C@@H:3]([O:2][CH3:1])[CH3:6])(=[O:21])=[O:22])=[CH:16][CH:17]=1. The yield is 0.750. (2) The yield is 0.990. The product is [F:39][C:40]1([F:45])[CH2:44][CH2:43][N:42]([C:10](=[O:12])[C@@H:9]([NH:8][C:6](=[O:7])[O:5][C:1]([CH3:2])([CH3:3])[CH3:4])[CH:13]([CH3:15])[CH3:14])[CH2:41]1. The catalyst is CN(C=O)C. The reactants are [C:1]([O:5][C:6]([NH:8][C@@H:9]([CH:13]([CH3:15])[CH3:14])[C:10]([OH:12])=O)=[O:7])([CH3:4])([CH3:3])[CH3:2].CN(C(ON1N=NC2C=CC=CC1=2)=[N+](C)C)C.[B-](F)(F)(F)F.Cl.[F:39][C:40]1([F:45])[CH2:44][CH2:43][NH:42][CH2:41]1. (3) The reactants are Cl.[F:2][C:3]1[CH:10]=[CH:9][CH:8]=[C:7]([O:11][CH2:12][CH:13]2[CH2:18][CH2:17][NH:16][CH2:15][CH2:14]2)[C:4]=1[C:5]#[N:6].[I:19][C:20]1[CH:28]=[CH:27][C:23]([C:24](Cl)=[O:25])=[CH:22][CH:21]=1.C(N(CC)CC)C. No catalyst specified. The product is [I:19][C:20]1[CH:28]=[CH:27][C:23]([C:24]([N:16]2[CH2:17][CH2:18][CH:13]([CH2:12][O:11][C:7]3[CH:8]=[CH:9][CH:10]=[C:3]([F:2])[C:4]=3[C:5]#[N:6])[CH2:14][CH2:15]2)=[O:25])=[CH:22][CH:21]=1. The yield is 0.840. (4) The reactants are Cl.NC1NC2C=C(NC(C3C=CC=CC=3C(O)=O)=O)C=CC=2N=1.[NH2:24][C:25]1[CH:26]=[CH:27][C:28]2[N:32]=[C:31]([N:33](C(OC(C)(C)C)=O)C(OC(C)(C)C)=O)[N:30](C(OC(C)(C)C)=O)[C:29]=2[CH:55]=1.[Cl:56][C:57]1[C:65]([Cl:66])=[C:64]([Cl:67])[C:63]([Cl:68])=[C:62]2[C:58]=1[C:59](=[O:70])[O:60][C:61]2=[O:69]. No catalyst specified. The product is [ClH:56].[NH2:33][C:31]1[NH:30][C:29]2[CH:55]=[C:25]([NH:24][C:61]([C:62]3[C:63]([Cl:68])=[C:64]([Cl:67])[C:65]([Cl:66])=[C:57]([Cl:56])[C:58]=3[C:59]([OH:70])=[O:60])=[O:69])[CH:26]=[CH:27][C:28]=2[N:32]=1. The yield is 0.770. (5) The reactants are [C:1]([NH:6][C:7]1[N:15]=[C:14]2[C:10]([N:11]=[CH:12][N:13]2[C@@H:16]2[O:26][C@H:25]([CH2:27][O:28][C:29](=[O:33])[CH:30]([CH3:32])[CH3:31])[C@@H:18]([O:19][C:20](=[O:24])[CH:21]([CH3:23])[CH3:22])[CH2:17]2)=[C:9](I)[N:8]=1)(=[O:5])[CH:2]([CH3:4])[CH3:3].[S:35]1[CH:39]=[CH:38][CH:37]=[CH:36]1. The catalyst is [Hg]. The product is [C:1]([NH:6][C:7]1[N:15]=[C:14]2[C:10]([N:11]=[CH:12][N:13]2[C@@H:16]2[O:26][C@H:25]([CH2:27][O:28][C:29](=[O:33])[CH:30]([CH3:32])[CH3:31])[C@@H:18]([O:19][C:20](=[O:24])[CH:21]([CH3:23])[CH3:22])[CH2:17]2)=[C:9]([C:36]2[S:35][CH:39]=[CH:38][CH:37]=2)[N:8]=1)(=[O:5])[CH:2]([CH3:4])[CH3:3]. The yield is 0.780.